This data is from Reaction yield outcomes from USPTO patents with 853,638 reactions. The task is: Predict the reaction yield, written as a fraction of the theoretical maximum amount of product (1.0 means a 100% yield; for example, 0.34 means a 34% yield). The reactants are [CH:1]1([CH2:4][C:5]2[C:6]3[N:7]([C:11]([C:22]4[CH:27]=[CH:26][N:25]=[C:24](S(C)(=O)=O)[N:23]=4)=[C:12]([C:14]4[CH:19]=[CH:18][C:17]([F:20])=[CH:16][C:15]=4[F:21])[N:13]=3)[CH:8]=[CH:9][N:10]=2)[CH2:3][CH2:2]1.[NH2:32][CH2:33][C:34]([CH3:37])([OH:36])[CH3:35]. The catalyst is C(#N)C. The product is [CH:1]1([CH2:4][C:5]2[C:6]3[N:7]([C:11]([C:22]4[CH:27]=[CH:26][N:25]=[C:24]([NH:32][CH2:33][C:34]([CH3:37])([OH:36])[CH3:35])[N:23]=4)=[C:12]([C:14]4[CH:19]=[CH:18][C:17]([F:20])=[CH:16][C:15]=4[F:21])[N:13]=3)[CH:8]=[CH:9][N:10]=2)[CH2:3][CH2:2]1. The yield is 0.930.